From a dataset of Reaction yield outcomes from USPTO patents with 853,638 reactions. Predict the reaction yield, written as a fraction of the theoretical maximum amount of product (1.0 means a 100% yield; for example, 0.34 means a 34% yield). (1) The reactants are [O:1]1[C:5]2([CH2:10][CH2:9][CH2:8][CH2:7][CH2:6]2)[O:4][CH2:3][C@@H:2]1[CH:11]=O.Cl.[OH:14][NH2:15].C(=O)([O-])[O-].[Na+].[Na+].C(OCC)(=O)C. The catalyst is C1COCC1. The product is [O:1]1[C:5]2([CH2:10][CH2:9][CH2:8][CH2:7][CH2:6]2)[O:4][CH2:3][C@@H:2]1[CH:11]=[N:15][OH:14]. The yield is 0.927. (2) The reactants are BrC1C(N2CCN(C(NC3C=CC=CC=3)=O)CC2)=C2N=C(C3C=CC(N(C)C)=CC=3)NC2=NC=1.[Cl:35][C:36]1[C:37]([N:46]2[CH2:51][CH2:50][N:49]([CH2:52][CH3:53])[CH2:48][CH2:47]2)=[C:38]([N+:43]([O-])=O)[C:39]([NH2:42])=[N:40][CH:41]=1.[O-]S(S([O-])=O)=O.[Na+].[Na+].[N:62]1([CH2:67][C:68]2[CH:75]=[CH:74][C:71]([CH:72]=O)=[CH:70][CH:69]=2)[CH:66]=[CH:65][CH:64]=[N:63]1. The catalyst is C(O)C.CN(C=O)C. The product is [N:62]1([CH2:67][C:68]2[CH:75]=[CH:74][C:71]([C:72]3[NH:42][C:39]4=[N:40][CH:41]=[C:36]([Cl:35])[C:37]([N:46]5[CH2:51][CH2:50][N:49]([CH2:52][CH3:53])[CH2:48][CH2:47]5)=[C:38]4[N:43]=3)=[CH:70][CH:69]=2)[CH:66]=[CH:65][CH:64]=[N:63]1. The yield is 0.240. (3) The catalyst is CO. The yield is 0.720. The product is [C:1]1([C:7]2[C:16]([N:17]3[CH2:22][CH2:21][N:20]([C:23]4[CH:24]=[CH:25][CH:26]=[CH:27][CH:28]=4)[CH2:19][CH2:18]3)=[N:15][C:14]3[C:9](=[CH:10][CH:11]=[C:12]([C:29]([OH:31])=[O:30])[CH:13]=3)[N:8]=2)[CH:2]=[CH:3][CH:4]=[CH:5][CH:6]=1. The reactants are [C:1]1([C:7]2[C:16]([N:17]3[CH2:22][CH2:21][N:20]([C:23]4[CH:28]=[CH:27][CH:26]=[CH:25][CH:24]=4)[CH2:19][CH2:18]3)=[N:15][C:14]3[C:9](=[CH:10][CH:11]=[C:12]([C:29]([O:31]C)=[O:30])[CH:13]=3)[N:8]=2)[CH:6]=[CH:5][CH:4]=[CH:3][CH:2]=1.[OH-].[Na+].Cl.